Dataset: TCR-epitope binding with 47,182 pairs between 192 epitopes and 23,139 TCRs. Task: Binary Classification. Given a T-cell receptor sequence (or CDR3 region) and an epitope sequence, predict whether binding occurs between them. (1) The epitope is CLGGLLTMV. The TCR CDR3 sequence is CASSQGLAGGPYEQYF. Result: 0 (the TCR does not bind to the epitope). (2) The epitope is SLVKPSFYV. The TCR CDR3 sequence is CASSFAGEAFF. Result: 0 (the TCR does not bind to the epitope). (3) The epitope is SLYNTVATL. The TCR CDR3 sequence is CASSEQASGGNNEQFF. Result: 0 (the TCR does not bind to the epitope).